Dataset: Forward reaction prediction with 1.9M reactions from USPTO patents (1976-2016). Task: Predict the product of the given reaction. (1) Given the reactants [Br:1][C:2]1[CH:3]=[CH:4][C:5]([O:10][CH2:11][C@@H:12]2[CH2:14][O:13]2)=[C:6]([CH:9]=1)C=O.C1C=C(Cl)C=C([C:22]([O:24]O)=[O:23])C=1.C([O-])([O-])=O.[Na+].[Na+], predict the reaction product. The product is: [CH:22]([O:24][C:6]1[CH:9]=[C:2]([Br:1])[CH:3]=[CH:4][C:5]=1[O:10][CH2:11][C@@H:12]1[CH2:14][O:13]1)=[O:23]. (2) Given the reactants [Cl:1][C:2]1[N:10]=[C:9]2[C:5]([NH:6][CH:7]=[N:8]2)=[C:4](Cl)[N:3]=1.[NH2:12][C:13]1[CH:28]=[CH:27][C:16]([C:17]([O:19][CH2:20][CH2:21][N:22]([CH2:25][CH3:26])[CH2:23][CH3:24])=[O:18])=[CH:15][CH:14]=1, predict the reaction product. The product is: [Cl:1][C:2]1[N:10]=[C:9]2[C:5]([N:6]=[CH:7][NH:8]2)=[C:4]([NH:12][C:13]2[CH:28]=[CH:27][C:16]([C:17]([O:19][CH2:20][CH2:21][N:22]([CH2:25][CH3:26])[CH2:23][CH3:24])=[O:18])=[CH:15][CH:14]=2)[N:3]=1. (3) Given the reactants C([N:8]1[CH2:13][CH2:12][C@H:11]([N:14]2[CH2:19][CH2:18][O:17][CH2:16][CH2:15]2)[C@H:10]([C:20]2[CH:25]=[CH:24][C:23]([Cl:26])=[CH:22][CH:21]=2)[CH2:9]1)C1C=CC=CC=1.ClC(OC(Cl)=O)C.C(N(CC)CC)C.[F:41][C:42]([F:57])([F:56])[C:43]1[CH:44]=[C:45]([CH:49]=[C:50]([C:52]([F:55])([F:54])[F:53])[CH:51]=1)[C:46](Cl)=[O:47], predict the reaction product. The product is: [F:41][C:42]([F:57])([F:56])[C:43]1[CH:44]=[C:45]([C:46]([N:8]2[CH2:13][CH2:12][C@H:11]([N:14]3[CH2:19][CH2:18][O:17][CH2:16][CH2:15]3)[C@H:10]([C:20]3[CH:25]=[CH:24][C:23]([Cl:26])=[CH:22][CH:21]=3)[CH2:9]2)=[O:47])[CH:49]=[C:50]([C:52]([F:55])([F:54])[F:53])[CH:51]=1. (4) Given the reactants C([O:5][C:6](=[O:30])[CH2:7][N:8]1[C:16]2[C:11](=[CH:12][CH:13]=[CH:14][CH:15]=2)[C:10]([CH:17]2[C:21]3[CH:22]=[CH:23][C:24]([F:26])=[CH:25][C:20]=3[S:19](=[O:28])(=[O:27])[NH:18]2)=[C:9]1[CH3:29])(C)(C)C.[CH:31]1[CH:36]=[CH:35][C:34]([CH2:37][CH2:38]Br)=[CH:33][CH:32]=1, predict the reaction product. The product is: [F:26][C:24]1[CH:23]=[CH:22][C:21]2[CH:17]([C:10]3[C:11]4[C:16](=[CH:15][CH:14]=[CH:13][CH:12]=4)[N:8]([CH2:7][C:6]([OH:5])=[O:30])[C:9]=3[CH3:29])[N:18]([CH2:38][CH2:37][C:34]3[CH:35]=[CH:36][CH:31]=[CH:32][CH:33]=3)[S:19](=[O:28])(=[O:27])[C:20]=2[CH:25]=1. (5) Given the reactants [Cl:1][C:2]([Cl:6])([Cl:5])[C:3]#[N:4].Cl.NCC1C=C([C:16]2[CH:21]=[CH:20]C(O)=CC=2)C=CC=1.S(=O)(=O)(O)[OH:24].[C:28]1([CH3:34])[CH:33]=[CH:32][CH:31]=[CH:30][CH:29]=1.[C:35]([OH:38])(=[O:37])[CH3:36], predict the reaction product. The product is: [Cl:1][C:2]([Cl:6])([Cl:5])[C:3]([NH:4][C:21]([CH3:20])([CH3:16])[CH2:34][C:28]1[CH:33]=[C:32]([CH2:36][C:35]([OH:38])=[O:37])[CH:31]=[CH:30][CH:29]=1)=[O:24]. (6) Given the reactants [CH:1]1([N:4]([CH2:8][C:9]2[CH:10]=[C:11]([C:23]([OH:25])=[O:24])[CH:12]=[C:13]3[C:18]=2[O:17][C:16]([CH3:20])([CH3:19])[CH2:15][C:14]3([CH3:22])[CH3:21])[CH:5]([CH3:7])[CH3:6])[CH2:3][CH2:2]1.C(O[C:30]1[CH:35]=[CH:34][C:33](O)=[CH:32][C:31]=1C[C:30]1[CH:35]=[CH:34][CH:33]=[CH:32][CH:31]=1)(=O)C.Cl.CN(C)CCCN=C=NCC.[C:56]([O:59][CH2:60][CH3:61])(=[O:58])[CH3:57].[CH3:62][CH2:63][CH2:64][CH2:65][CH2:66]C, predict the reaction product. The product is: [CH2:60]([O:59][C:56]([CH2:57][C:35]1[CH:30]=[CH:31][C:32]([O:24][C:23]([C:11]2[CH:12]=[C:13]3[C:18](=[C:9]([CH2:8][N:4]([CH:1]4[CH2:3][CH2:2]4)[CH:5]([CH3:7])[CH3:6])[CH:10]=2)[O:17][C:16]([CH3:19])([CH3:20])[CH2:15][C:14]3([CH3:22])[CH3:21])=[O:25])=[CH:33][CH:34]=1)=[O:58])[C:61]1[CH:66]=[CH:65][CH:64]=[CH:63][CH:62]=1. (7) Given the reactants C(OC(=O)NCCNC([C:15]1[N:24]([CH2:25][C:26]2[CH:31]=[CH:30][CH:29]=[CH:28][CH:27]=2)[C:23](=[O:32])[C:22]2[C:17](=[CH:18][C:19]([Cl:33])=[CH:20][CH:21]=2)[N:16]=1)C(C)C)(C)(C)C.N[CH:36]([C:40]1[N:49]([CH2:50][C:51]2[CH:56]=CC=C[CH:52]=2)[C:48](=[O:57])[C:47]2[C:42](=CC(Cl)=C[CH:46]=2)[N:41]=1)C(C)C.[C:59](OC(=O)NCC=O)(C)(C)C.C(O[BH3-])(=O)C.[Na+], predict the reaction product. The product is: [CH2:25]([N:24]1[C:23](=[O:32])[C:22]2[C:17](=[CH:18][C:19]([Cl:33])=[CH:20][CH:21]=2)[N:16]=[C:15]1[CH:50]([N:49]1[C:48](=[O:57])[C:47]([CH3:46])([CH3:59])[CH2:42][NH:41][CH2:36][CH2:40]1)[CH:51]([CH3:52])[CH3:56])[C:26]1[CH:31]=[CH:30][CH:29]=[CH:28][CH:27]=1.